Dataset: Full USPTO retrosynthesis dataset with 1.9M reactions from patents (1976-2016). Task: Predict the reactants needed to synthesize the given product. (1) Given the product [NH2:21][C:22]1[C:27]([C:28]#[N:29])=[CH:26][CH:25]=[C:24]([NH:30][CH2:31][CH2:32][NH:33][C:2]2[C:3]3[N:4]([N:16]=[CH:17][N:18]=3)[CH:5]=[C:6]([C:8]3[CH:13]=[CH:12][C:11]([Cl:14])=[CH:10][C:9]=3[Cl:15])[N:7]=2)[N:23]=1, predict the reactants needed to synthesize it. The reactants are: Cl[C:2]1[C:3]2[N:4]([N:16]=[CH:17][N:18]=2)[CH:5]=[C:6]([C:8]2[CH:13]=[CH:12][C:11]([Cl:14])=[CH:10][C:9]=2[Cl:15])[N:7]=1.Cl.Cl.[NH2:21][C:22]1[C:27]([C:28]#[N:29])=[CH:26][CH:25]=[C:24]([NH:30][CH2:31][CH2:32][NH2:33])[N:23]=1.C(N(CC)C(C)C)(C)C. (2) The reactants are: [O:1]=[C:2]1[C:6]2([CH2:11][CH2:10][NH:9][CH2:8][CH2:7]2)[N:5]([C:12]2[CH:17]=[CH:16][CH:15]=[CH:14][CH:13]=2)[CH2:4][N:3]1[C@@H:18]([C:26]1[CH:31]=[CH:30][CH:29]=[CH:28][CH:27]=1)[C:19]([O:21][C:22]([CH3:25])([CH3:24])[CH3:23])=[O:20].Cl[CH2:33][CH2:34][CH2:35][C:36]([C:38]1[CH:43]=[CH:42][CH:41]=[CH:40][CH:39]=1)=[O:37].[I-].[Na+].C(=O)([O-])[O-].[K+].[K+]. Given the product [O:1]=[C:2]1[C:6]2([CH2:7][CH2:8][N:9]([CH2:33][CH2:34][CH2:35][C:36](=[O:37])[C:38]3[CH:43]=[CH:42][CH:41]=[CH:40][CH:39]=3)[CH2:10][CH2:11]2)[N:5]([C:12]2[CH:17]=[CH:16][CH:15]=[CH:14][CH:13]=2)[CH2:4][N:3]1[C@@H:18]([C:26]1[CH:27]=[CH:28][CH:29]=[CH:30][CH:31]=1)[C:19]([O:21][C:22]([CH3:24])([CH3:25])[CH3:23])=[O:20], predict the reactants needed to synthesize it.